This data is from Forward reaction prediction with 1.9M reactions from USPTO patents (1976-2016). The task is: Predict the product of the given reaction. Given the reactants [F-].C([N+](CCCC)(CCCC)CCCC)CCC.[Si]([O:26][C@@H:27]([CH2:38][O:39][CH:40]1[CH2:43][CH2:42][CH2:41]1)[C:28]([NH:30][C:31]1[CH:36]=[CH:35][C:34]([CH3:37])=[CH:33][N:32]=1)=[O:29])(C(C)(C)C)(C)C, predict the reaction product. The product is: [CH:40]1([O:39][CH2:38][C@H:27]([OH:26])[C:28]([NH:30][C:31]2[CH:36]=[CH:35][C:34]([CH3:37])=[CH:33][N:32]=2)=[O:29])[CH2:41][CH2:42][CH2:43]1.